The task is: Predict the reaction yield, written as a fraction of the theoretical maximum amount of product (1.0 means a 100% yield; for example, 0.34 means a 34% yield).. This data is from Reaction yield outcomes from USPTO patents with 853,638 reactions. (1) The reactants are [C:1]([CH:6]=P(C1C=CC=CC=1)(C1C=CC=CC=1)C1C=CC=CC=1)([O:3][CH2:4][CH3:5])=[O:2].[O:26]1[CH2:29][C:28](=O)[CH2:27]1. The catalyst is ClCCl. The product is [O:26]1[CH2:29][C:28](=[CH:6][C:1]([O:3][CH2:4][CH3:5])=[O:2])[CH2:27]1. The yield is 0.960. (2) The reactants are [CH:1]([O:4][C:5]1([C:8]2[CH:13]=[CH:12][C:11]([C:14]#[C:15][C:16]3[CH:21]=[CH:20][C:19]([CH2:22][C:23]([O:25]C)=[O:24])=[CH:18][CH:17]=3)=[CH:10][C:9]=2[CH2:27][CH3:28])[CH2:7][CH2:6]1)([CH3:3])[CH3:2].[OH-].[Na+].O.CC#N. The catalyst is C(O)C.O1CCCC1. The product is [CH:1]([O:4][C:5]1([C:8]2[CH:13]=[CH:12][C:11]([C:14]#[C:15][C:16]3[CH:21]=[CH:20][C:19]([CH2:22][C:23]([OH:25])=[O:24])=[CH:18][CH:17]=3)=[CH:10][C:9]=2[CH2:27][CH3:28])[CH2:7][CH2:6]1)([CH3:3])[CH3:2]. The yield is 0.570. (3) The reactants are [C:1]1([S:7]([CH2:10][C:11]#[N:12])(=[O:9])=[O:8])[CH:6]=[CH:5][CH:4]=[CH:3][CH:2]=1.CN(CCN(C)C)C.[Li]CCCC.[C:26]1(=[O:32])[CH2:31][CH2:30][CH2:29][CH:28]=[CH:27]1.Cl. The catalyst is COCCOC. The product is [C:1]1([S:7]([CH:10]([CH:28]2[CH2:29][CH2:30][CH2:31][C:26](=[O:32])[CH2:27]2)[C:11]#[N:12])(=[O:8])=[O:9])[CH:2]=[CH:3][CH:4]=[CH:5][CH:6]=1. The yield is 0.570. (4) The reactants are [F:1][C:2]1[CH:3]=[C:4]([O:9]C)[CH:5]=[CH:6][C:7]=1[CH3:8].B(Br)(Br)Br. The catalyst is C(Cl)Cl. The product is [F:1][C:2]1[CH:3]=[C:4]([OH:9])[CH:5]=[CH:6][C:7]=1[CH3:8]. The yield is 0.750. (5) The reactants are S(Cl)(Cl)=O.[Br:5][C:6]1[CH:7]=[C:8]([CH:12]=[C:13]([N+:15]([O-:17])=[O:16])[CH:14]=1)[C:9]([OH:11])=[O:10].[C:18]1(C)C=CC=C[CH:19]=1. No catalyst specified. The product is [Br:5][C:6]1[CH:7]=[C:8]([CH:12]=[C:13]([N+:15]([O-:17])=[O:16])[CH:14]=1)[C:9]([O:11][CH2:18][CH3:19])=[O:10]. The yield is 0.790. (6) The reactants are [N+](=[C:3]([C:8]1[CH:13]=[CH:12][C:11]([O:14][CH3:15])=[C:10]([O:16][CH3:17])[CH:9]=1)[C:4]([O:6][CH3:7])=[O:5])=[N-].[CH:18](/[C:22]1[CH:27]=[CH:26][CH:25]=[CH:24][CH:23]=1)=[CH:19]\[CH:20]=[CH2:21]. The catalyst is C1(C)C=CC=CC=1. The product is [CH3:17][O:16][C:10]1[CH:9]=[C:8]([C:3]2([C:4]([O:6][CH3:7])=[O:5])[CH2:21][CH:20]2/[CH:19]=[CH:18]/[C:22]2[CH:27]=[CH:26][CH:25]=[CH:24][CH:23]=2)[CH:13]=[CH:12][C:11]=1[O:14][CH3:15]. The yield is 0.920.